Task: Predict the reactants needed to synthesize the given product.. Dataset: Full USPTO retrosynthesis dataset with 1.9M reactions from patents (1976-2016) (1) Given the product [CH2:1]([O:3][C:4](=[O:26])[CH2:5][CH:6]([N:13]1[C:21]2[C:16](=[CH:17][C:18]([O:22][CH2:23][CH2:24][O:25][N:28]3[C:32](=[O:33])[C:31]4[C:30](=[CH:37][CH:36]=[CH:35][CH:34]=4)[C:29]3=[O:38])=[CH:19][CH:20]=2)[CH:15]=[CH:14]1)[C:7]1[CH:8]=[CH:9][CH:10]=[CH:11][CH:12]=1)[CH3:2], predict the reactants needed to synthesize it. The reactants are: [CH2:1]([O:3][C:4](=[O:26])[CH2:5][CH:6]([N:13]1[C:21]2[C:16](=[CH:17][C:18]([O:22][CH2:23][CH2:24][OH:25])=[CH:19][CH:20]=2)[CH:15]=[CH:14]1)[C:7]1[CH:12]=[CH:11][CH:10]=[CH:9][CH:8]=1)[CH3:2].O[N:28]1[C:32](=[O:33])[C:31]2=[CH:34][CH:35]=[CH:36][CH:37]=[C:30]2[C:29]1=[O:38].C1(P(C2C=CC=CC=2)C2C=CC=CC=2)C=CC=CC=1.CC(OC(/N=N/C(OC(C)C)=O)=O)C. (2) Given the product [CH3:40][O:39][C:33]1[CH:32]=[C:31]([C:25]2[C:26]([CH3:30])([CH3:29])[C:27](=[O:28])[N:23]([CH:20]3[CH2:21][CH2:22][N:17]([C:15]([C:13]4[CH:14]=[C:9]([OH:8])[CH:10]=[CH:11][C:12]=4[CH3:41])=[O:16])[CH2:18][CH2:19]3)[N:24]=2)[CH:36]=[CH:35][C:34]=1[O:37][CH3:38], predict the reactants needed to synthesize it. The reactants are: C([O:8][C:9]1[CH:10]=[CH:11][C:12]([CH3:41])=[C:13]([C:15]([N:17]2[CH2:22][CH2:21][CH:20]([N:23]3[C:27](=[O:28])[C:26]([CH3:30])([CH3:29])[C:25]([C:31]4[CH:36]=[CH:35][C:34]([O:37][CH3:38])=[C:33]([O:39][CH3:40])[CH:32]=4)=[N:24]3)[CH2:19][CH2:18]2)=[O:16])[CH:14]=1)C1C=CC=CC=1.C([O-])=O.[NH4+].